From a dataset of Reaction yield outcomes from USPTO patents with 853,638 reactions. Predict the reaction yield, written as a fraction of the theoretical maximum amount of product (1.0 means a 100% yield; for example, 0.34 means a 34% yield). (1) The reactants are [CH3:1][C:2]1[NH:3][C:4]2[CH2:5][C:6]([CH3:13])([CH3:12])[CH2:7][C:8](=[O:11])[C:9]=2[CH:10]=1.[C:14]1([S:20]([C:23]2[CH:30]=[CH:29][CH:28]=[CH:27][C:24]=2[CH:25]=[O:26])(=[O:22])=[O:21])[CH:19]=[CH:18][CH:17]=[CH:16][CH:15]=1.[OH-].[Na+]. The catalyst is CO.O. The product is [OH:26][CH:25]([C:24]1[CH:27]=[CH:28][CH:29]=[CH:30][C:23]=1[S:20]([C:14]1[CH:15]=[CH:16][CH:17]=[CH:18][CH:19]=1)(=[O:22])=[O:21])[C:10]1[C:9]2[C:8](=[O:11])[CH2:7][C:6]([CH3:13])([CH3:12])[CH2:5][C:4]=2[NH:3][C:2]=1[CH3:1]. The yield is 0.209. (2) The reactants are [N+:1]([C:4]1[CH:12]=[CH:11][C:10]([O:13][CH3:14])=[C:9]2[C:5]=1[CH:6]=[CH:7][NH:8]2)([O-])=O. The catalyst is [Pd].CCO. The product is [NH2:1][C:4]1[CH:12]=[CH:11][C:10]([O:13][CH3:14])=[C:9]2[C:5]=1[CH:6]=[CH:7][NH:8]2. The yield is 0.800.